This data is from Reaction yield outcomes from USPTO patents with 853,638 reactions. The task is: Predict the reaction yield, written as a fraction of the theoretical maximum amount of product (1.0 means a 100% yield; for example, 0.34 means a 34% yield). (1) The reactants are [C:1]1([C:7]2[CH:8]=[C:9]([OH:26])[CH:10]=[C:11]([C:20]3[CH:25]=[CH:24][CH:23]=[CH:22][CH:21]=3)[C:12]=2[O:13][CH2:14][O:15][CH2:16][CH2:17][O:18][CH3:19])[CH:6]=[CH:5][CH:4]=[CH:3][CH:2]=1.C([O-])([O-])=O.[K+].[K+].I[CH2:34][CH2:35][CH2:36][CH2:37][CH2:38][CH2:39][CH2:40][CH2:41][CH2:42][CH3:43]. The catalyst is CN(C=O)C. The product is [CH2:34]([O:26][C:9]1[CH:10]=[C:11]([C:20]2[CH:21]=[CH:22][CH:23]=[CH:24][CH:25]=2)[C:12]([O:13][CH2:14][O:15][CH2:16][CH2:17][O:18][CH3:19])=[C:7]([C:1]2[CH:2]=[CH:3][CH:4]=[CH:5][CH:6]=2)[CH:8]=1)[CH2:35][CH2:36][CH2:37][CH2:38][CH2:39][CH2:40][CH2:41][CH2:42][CH3:43]. The yield is 0.680. (2) The reactants are [CH3:1][C:2]1[C:11]([C:12]([O:14][CH2:15][CH3:16])=[O:13])=[C:10]([C:17]2[CH:22]=[CH:21][CH:20]=[CH:19][CH:18]=2)[C:9]2[C:4](=[CH:5][CH:6]=[C:7]([N+:23]([O-])=O)[CH:8]=2)[N:3]=1. The catalyst is CCOC(C)=O.[Pd]. The product is [NH2:23][C:7]1[CH:8]=[C:9]2[C:4](=[CH:5][CH:6]=1)[N:3]=[C:2]([CH3:1])[C:11]([C:12]([O:14][CH2:15][CH3:16])=[O:13])=[C:10]2[C:17]1[CH:18]=[CH:19][CH:20]=[CH:21][CH:22]=1. The yield is 0.980. (3) The reactants are [CH:1](=O)[C:2]1[CH:7]=[CH:6][CH:5]=[C:4]([O:8][CH3:9])[CH:3]=1.[CH3:11][NH2:12].[BH4-].[Na+]. The catalyst is CO. The product is [CH3:9][O:8][C:4]1[CH:3]=[C:2]([CH2:1][NH:12][CH3:11])[CH:7]=[CH:6][CH:5]=1. The yield is 0.700. (4) The reactants are [Br:1][C:2]1[CH:3]=[N:4][CH:5]=[C:6]([CH:9]=1)[CH:7]=[O:8].[BH4-].[Na+]. The catalyst is CO. The product is [Br:1][C:2]1[CH:9]=[C:6]([CH2:7][OH:8])[CH:5]=[N:4][CH:3]=1. The yield is 0.900.